This data is from Forward reaction prediction with 1.9M reactions from USPTO patents (1976-2016). The task is: Predict the product of the given reaction. Given the reactants [CH3:1][NH:2][C:3]([C:5]1[CH:6]=[C:7](/[CH:11]=[CH:12]/[C:13]([O:15][CH3:16])=[O:14])[CH:8]=[CH:9][CH:10]=1)=[O:4].[H][H], predict the reaction product. The product is: [CH3:1][NH:2][C:3]([C:5]1[CH:6]=[C:7]([CH2:11][CH2:12][C:13]([O:15][CH3:16])=[O:14])[CH:8]=[CH:9][CH:10]=1)=[O:4].